This data is from Forward reaction prediction with 1.9M reactions from USPTO patents (1976-2016). The task is: Predict the product of the given reaction. (1) Given the reactants [CH2:1]([O:8][C:9]1[CH:18]=[CH:17][CH:16]=[C:15]2[C:10]=1[CH2:11][CH2:12][CH2:13][CH:14]2[C:19]([N:21]([C:28]1[CH:33]=[CH:32][C:31]([CH:34]([CH3:36])[CH3:35])=[CH:30][CH:29]=1)[CH2:22][C:23]1[CH:24]=[N:25][NH:26][CH:27]=1)=[O:20])[C:2]1[CH:7]=[CH:6][CH:5]=[CH:4][CH:3]=1.Br[CH2:38][C:39]([O:41][CH2:42][CH3:43])=[O:40], predict the reaction product. The product is: [CH2:1]([O:8][C:9]1[CH:18]=[CH:17][CH:16]=[C:15]2[C:10]=1[CH2:11][CH2:12][CH2:13][CH:14]2[C:19]([N:21]([CH2:22][C:23]1[CH:27]=[N:26][N:25]([CH2:38][C:39]([O:41][CH2:42][CH3:43])=[O:40])[CH:24]=1)[C:28]1[CH:29]=[CH:30][C:31]([CH:34]([CH3:36])[CH3:35])=[CH:32][CH:33]=1)=[O:20])[C:2]1[CH:3]=[CH:4][CH:5]=[CH:6][CH:7]=1. (2) Given the reactants C([Li])CCC.[CH2:6]([O:13][CH2:14][CH2:15][CH2:16][CH2:17][CH2:18][CH2:19][CH2:20][CH2:21][CH2:22][C:23]([CH3:28])([CH2:26][OH:27])[CH2:24]O)[C:7]1[CH:12]=[CH:11][CH:10]=[CH:9][CH:8]=1.S(Cl)(C1C=CC(C)=CC=1)(=O)=O, predict the reaction product. The product is: [CH2:6]([O:13][CH2:14][CH2:15][CH2:16][CH2:17][CH2:18][CH2:19][CH2:20][CH2:21][CH2:22][C:23]1([CH3:28])[CH2:26][O:27][CH2:24]1)[C:7]1[CH:12]=[CH:11][CH:10]=[CH:9][CH:8]=1. (3) Given the reactants Cl[S:2]([C:5]1[CH:13]=[CH:12][C:8]([C:9]([OH:11])=[O:10])=[CH:7][CH:6]=1)(=[O:4])=[O:3].[CH3:14][O:15][C:16]1[CH:22]=[CH:21][C:19]([NH2:20])=[CH:18][CH:17]=1, predict the reaction product. The product is: [CH3:14][O:15][C:16]1[CH:22]=[CH:21][C:19]([NH:20][S:2]([C:5]2[CH:13]=[CH:12][C:8]([C:9]([OH:11])=[O:10])=[CH:7][CH:6]=2)(=[O:4])=[O:3])=[CH:18][CH:17]=1. (4) Given the reactants [CH:1]1([C:7]2([CH:36]3[CH2:41][CH2:40][CH2:39][CH2:38][CH2:37]3)[CH:11]3[CH2:12][N:13](C(C4C=CC=CC=4)(C4C=CC=CC=4)C4C=CC=CC=4)[CH2:14][CH2:15][N:10]3[C:9](=[O:35])[O:8]2)[CH2:6][CH2:5][CH2:4][CH2:3][CH2:2]1.Cl.C(OCC)(=O)C, predict the reaction product. The product is: [CH:36]1([C:7]2([CH:1]3[CH2:2][CH2:3][CH2:4][CH2:5][CH2:6]3)[CH:11]3[CH2:12][NH:13][CH2:14][CH2:15][N:10]3[C:9](=[O:35])[O:8]2)[CH2:41][CH2:40][CH2:39][CH2:38][CH2:37]1. (5) The product is: [C:13]([N:10]([C:7]1[CH:8]=[CH:9][C:4]([C:3]([OH:12])=[O:2])=[CH:5][CH:6]=1)[CH3:11])(=[O:17])[CH:14]([CH3:16])[CH3:15]. Given the reactants C[O:2][C:3](=[O:12])[C:4]1[CH:9]=[CH:8][C:7]([NH:10][CH3:11])=[CH:6][CH:5]=1.[C:13](Cl)(=[O:17])[CH:14]([CH3:16])[CH3:15].C(N(CC)CC)C, predict the reaction product. (6) Given the reactants [N+:1]([C:4]1[CH:5]=[C:6]2[C:10](=[CH:11][CH:12]=1)[NH:9][N:8]=[CH:7]2)([O-])=O, predict the reaction product. The product is: [NH:9]1[C:10]2[C:6](=[CH:5][C:4]([NH2:1])=[CH:12][CH:11]=2)[CH:7]=[N:8]1. (7) Given the reactants [CH2:1]([N:8]1[CH2:13][CH2:12][N:11]([C:14]([O:16][C:17]([CH3:20])([CH3:19])[CH3:18])=[O:15])[C@H:10]([CH2:21][C:22]2[CH:27]=[CH:26][CH:25]=[CH:24][C:23]=2B2OC(C)(C)C(C)(C)O2)[CH2:9]1)[C:2]1[CH:7]=[CH:6][CH:5]=[CH:4][CH:3]=1.S([O-])(O[O-])(=O)=[O:38].[K+].[K+].S([O-])([O-])(=O)=S.[Na+].[Na+], predict the reaction product. The product is: [CH2:1]([N:8]1[CH2:13][CH2:12][N:11]([C:14]([O:16][C:17]([CH3:18])([CH3:20])[CH3:19])=[O:15])[C@H:10]([CH2:21][C:22]2[CH:27]=[CH:26][CH:25]=[CH:24][C:23]=2[OH:38])[CH2:9]1)[C:2]1[CH:7]=[CH:6][CH:5]=[CH:4][CH:3]=1. (8) Given the reactants [CH3:1][C:2](=[CH2:12])[CH2:3][O:4][CH2:5][C@@H:6]([NH2:11])[CH2:7][CH:8]([CH3:10])[CH3:9].[H][H].Cl, predict the reaction product. The product is: [CH2:3]([O:4][CH2:5][C@@H:6]([NH2:11])[CH2:7][CH:8]([CH3:10])[CH3:9])[CH:2]([CH3:12])[CH3:1]. (9) Given the reactants ClC1C=CC(F)(O)CC=1.[Cl:10][C:11]1[CH:20]=[CH:19][C:18]([F:21])=[C:17]2[C:12]=1[CH:13]=[CH:14][CH2:15][O:16]2, predict the reaction product. The product is: [Cl:10][C:11]1[CH:20]=[CH:19][C:18]([F:21])=[C:17]([O:16][CH2:15][C:14]#[CH:13])[CH:12]=1.